From a dataset of Catalyst prediction with 721,799 reactions and 888 catalyst types from USPTO. Predict which catalyst facilitates the given reaction. (1) Reactant: F[CH:2](F)[C:3]1[CH:8]=[CH:7][C:6]([C:9](=O)[CH2:10][CH3:11])=[CH:5][CH:4]=1.Cl.NO.C([N:19](CC)CC)C. Product: [CH3:2][C:3]1[CH:8]=[CH:7][C:6]([CH:9]([NH2:19])[CH2:10][CH3:11])=[CH:5][CH:4]=1. The catalyst class is: 8. (2) Reactant: Cl.[CH2:2]([CH:4]1[CH2:8][N:7]([C:9]([NH:11][CH2:12][CH3:13])=[NH:10])[N:6]=[CH:5]1)[CH3:3].CCN(C(C)C)C(C)C.[N:23]1[S:27][N:26]=[C:25]2[C:28]([S:32](Cl)(=[O:34])=[O:33])=[CH:29][CH:30]=[CH:31][C:24]=12. Product: [CH2:12]([NH:11][C:9]([N:7]1[CH2:8][CH:4]([CH2:2][CH3:3])[CH:5]=[N:6]1)=[N:10][S:32]([C:28]1[C:25]2=[N:26][S:27][N:23]=[C:24]2[CH:31]=[CH:30][CH:29]=1)(=[O:34])=[O:33])[CH3:13]. The catalyst class is: 2. (3) Reactant: [F:1][C:2]1[CH:3]=[CH:4][C:5]2[NH:9][C:8](=[O:10])[N:7]([CH2:11][CH:12]3[CH2:17][CH2:16][O:15][CH2:14][CH2:13]3)[C:6]=2[CH:18]=1.C(N(CC)CC)C.[C:26](Cl)(Cl)=[O:27].C1(C)C=CC=CC=1.Cl.[NH2:38][C@H:39]([C:44]1[O:48][C:47]([NH2:49])=[N:46][N:45]=1)[C:40]([CH3:43])([CH3:42])[CH3:41]. Product: [NH2:49][C:47]1[O:48][C:44]([C@@H:39]([NH:38][C:26]([N:9]2[C:5]3[CH:4]=[CH:3][C:2]([F:1])=[CH:18][C:6]=3[N:7]([CH2:11][CH:12]3[CH2:17][CH2:16][O:15][CH2:14][CH2:13]3)[C:8]2=[O:10])=[O:27])[C:40]([CH3:42])([CH3:41])[CH3:43])=[N:45][N:46]=1. The catalyst class is: 26. (4) Reactant: [CH3:1][C:2]1[C:3]([CH2:16][CH2:17][C:18]([O:20]CC)=[O:19])=[C:4]([CH3:15])[C:5]2[C:13]3[C:8](=[CH:9][CH:10]=[CH:11][CH:12]=3)[NH:7][C:6]=2[N:14]=1.[OH-].[Na+].C(O)(=O)CC(CC(O)=O)(C(O)=O)O. Product: [CH3:1][C:2]1[C:3]([CH2:16][CH2:17][C:18]([OH:20])=[O:19])=[C:4]([CH3:15])[C:5]2[C:13]3[C:8](=[CH:9][CH:10]=[CH:11][CH:12]=3)[NH:7][C:6]=2[N:14]=1. The catalyst class is: 8. (5) Product: [CH:11]1[CH:10]=[C:9]2[C:8](=[O:13])[N:7]([CH:14]3[C:15](=[O:21])[NH:16][C:17](=[O:20])[CH2:18][CH2:19]3)[CH2:6][C:5]2=[C:4]([NH2:1])[CH:12]=1. The catalyst class is: 43. Reactant: [N+:1]([C:4]1[CH:12]=[CH:11][CH:10]=[C:9]2[C:5]=1[CH2:6][N:7]([CH:14]1[CH2:19][CH2:18][C:17](=[O:20])[NH:16][C:15]1=[O:21])[C:8]2=[O:13])([O-])=O.O.CS(O)(=O)=O. (6) Reactant: [CH2:1]([O:8][C:9]1[CH:10]=[C:11]2[C:16](=[CH:17][CH:18]=1)[C:15](=[O:19])[N:14]([CH2:20][CH:21]([CH3:23])[CH3:22])[C:13]([CH2:24]O)=[C:12]2[C:26]1[CH:31]=[CH:30][CH:29]=[C:28]([F:32])[CH:27]=1)[C:2]1[CH:7]=[CH:6][CH:5]=[CH:4][CH:3]=1.S(Cl)([Cl:35])=O.C(=O)([O-])O.[Na+]. Product: [CH2:1]([O:8][C:9]1[CH:10]=[C:11]2[C:16](=[CH:17][CH:18]=1)[C:15](=[O:19])[N:14]([CH2:20][CH:21]([CH3:23])[CH3:22])[C:13]([CH2:24][Cl:35])=[C:12]2[C:26]1[CH:31]=[CH:30][CH:29]=[C:28]([F:32])[CH:27]=1)[C:2]1[CH:7]=[CH:6][CH:5]=[CH:4][CH:3]=1. The catalyst class is: 11. (7) Reactant: Br[C:2]1[CH:3]=[N:4][C:5]([CH2:8][CH2:9][N:10]([CH3:12])[CH3:11])=[N:6][CH:7]=1.[F:13][C:14]1[CH:23]=[C:22]([NH:24][S:25]([C:28]2[CH:33]=[CH:32][C:31](B3OC(C)(C)C(C)(C)O3)=[CH:30][CH:29]=2)(=[O:27])=[O:26])[C:21]([F:43])=[CH:20][C:15]=1[C:16]([O:18][CH3:19])=[O:17].C(=O)([O-])[O-].[Na+].[Na+]. Product: [CH3:11][N:10]([CH3:12])[CH2:9][CH2:8][C:5]1[N:4]=[CH:3][C:2]([C:31]2[CH:30]=[CH:29][C:28]([S:25]([NH:24][C:22]3[C:21]([F:43])=[CH:20][C:15]([C:16]([O:18][CH3:19])=[O:17])=[C:14]([F:13])[CH:23]=3)(=[O:27])=[O:26])=[CH:33][CH:32]=2)=[CH:7][N:6]=1. The catalyst class is: 117.